This data is from Catalyst prediction with 721,799 reactions and 888 catalyst types from USPTO. The task is: Predict which catalyst facilitates the given reaction. (1) Reactant: F[C:2]1[CH:3]=[C:4]2[C:8](=[CH:9][C:10]=1[F:11])[C:7](=[O:12])[CH2:6][CH2:5]2.[NH:13]1[CH2:18][CH2:17][O:16][CH2:15][CH2:14]1.O.C(OCC)(=O)C. Product: [F:11][C:10]1[CH:9]=[C:8]2[C:4]([CH2:5][CH2:6][C:7]2=[O:12])=[CH:3][C:2]=1[N:13]1[CH2:18][CH2:17][O:16][CH2:15][CH2:14]1. The catalyst class is: 60. (2) The catalyst class is: 30. Product: [Cl:1][C:2]1[CH:7]=[C:6]([NH:22][C@H:16]([CH3:17])[C:13]([F:15])([F:14])[F:12])[C:5]([N+:9]([O-:11])=[O:10])=[CH:4][N:3]=1. Reactant: [Cl:1][C:2]1[CH:7]=[C:6](Cl)[C:5]([N+:9]([O-:11])=[O:10])=[CH:4][N:3]=1.[F:12][C:13]([CH2:16][C@H:17](N)C)([F:15])[F:14].C([N:22](CC)CC)C. (3) Reactant: F[C:2]1[C:7]([F:8])=[CH:6][CH:5]=[C:4]([F:9])[N:3]=1.[F:10][C:11]1[CH:12]=[C:13]([CH:16]=[CH:17][CH:18]=1)[CH2:14][NH2:15].C(N(CC)CC)C. Product: [F:8][C:7]1[C:2]([NH:15][CH2:14][C:13]2[CH:16]=[CH:17][CH:18]=[C:11]([F:10])[CH:12]=2)=[N:3][C:4]([F:9])=[CH:5][CH:6]=1. The catalyst class is: 37. (4) Reactant: Cl.[OH:2][NH2:3].CN(C)[C@@H]1CCN(CC2C=CC(C(O)=O)=CC=2)C1.FC(F)(F)C(O)=O.[NH2:29][C:30]1[CH:35]=[CH:34][C:33]([C:36]2[S:37][CH:38]=[CH:39][CH:40]=2)=[CH:32][C:31]=1[NH:41][C:42]([C:44]1[CH:49]=[CH:48][C:47](/[CH:50]=[CH:51]/[C:52](O)=[O:53])=[CH:46][CH:45]=1)=[O:43].CO. Product: [NH2:29][C:30]1[CH:35]=[CH:34][C:33]([C:36]2[S:37][CH:38]=[CH:39][CH:40]=2)=[CH:32][C:31]=1[NH:41][C:42](=[O:43])[C:44]1[CH:45]=[CH:46][C:47](/[CH:50]=[CH:51]/[C:52]([NH:3][OH:2])=[O:53])=[CH:48][CH:49]=1. The catalyst class is: 2. (5) Reactant: [CH2:1]([N:3]1[C:8]2[N:9]=[C:10]([S:13][CH3:14])[N:11]=[CH:12][C:7]=2[CH:6]=[C:5]([C:15]2[CH:20]=[CH:19][C:18]([S:21]([N:24]([CH3:26])[CH3:25])(=[O:23])=[O:22])=[CH:17][C:16]=2[CH3:27])[C:4]1=[O:28])[CH3:2].C1C=C(Cl)C=C(C(OO)=[O:37])C=1. Product: [CH2:1]([N:3]1[C:8]2[N:9]=[C:10]([S:13]([CH3:14])=[O:37])[N:11]=[CH:12][C:7]=2[CH:6]=[C:5]([C:15]2[CH:20]=[CH:19][C:18]([S:21]([N:24]([CH3:25])[CH3:26])(=[O:22])=[O:23])=[CH:17][C:16]=2[CH3:27])[C:4]1=[O:28])[CH3:2]. The catalyst class is: 2. (6) Reactant: [Br:1][C:2]1[N:3]=[C:4]([NH:10][C:11]2[CH:16]=[CH:15][C:14]([CH2:17][OH:18])=[CH:13][CH:12]=2)[C:5](=[O:9])[N:6]([CH3:8])[CH:7]=1.CC1(C)N([O])C(C)(C)CCC1.C(=O)(O)[O-].[Na+]. Product: [Br:1][C:2]1[N:3]=[C:4]([NH:10][C:11]2[CH:16]=[CH:15][C:14]([CH:17]=[O:18])=[CH:13][CH:12]=2)[C:5](=[O:9])[N:6]([CH3:8])[CH:7]=1. The catalyst class is: 2.